This data is from Catalyst prediction with 721,799 reactions and 888 catalyst types from USPTO. The task is: Predict which catalyst facilitates the given reaction. (1) Reactant: [H-].[Na+].[Br:3][C:4]1[N:5]=[C:6]([O:12][CH3:13])[C:7]([NH2:11])=[N:8][C:9]=1[CH3:10].[Cl:14][C:15]1[C:20]([Cl:21])=[CH:19][CH:18]=[CH:17][C:16]=1[S:22](Cl)(=[O:24])=[O:23].ClCCl.C(O)(=O)C. Product: [Br:3][C:4]1[N:5]=[C:6]([O:12][CH3:13])[C:7]([NH:11][S:22]([C:16]2[CH:17]=[CH:18][CH:19]=[C:20]([Cl:21])[C:15]=2[Cl:14])(=[O:24])=[O:23])=[N:8][C:9]=1[CH3:10]. The catalyst class is: 60. (2) Reactant: [CH3:1][O:2][C:3]1[CH:4]=[C:5]([C:12]2[CH2:13][CH2:14][N:15]([CH2:18][CH2:19][CH3:20])[CH2:16][CH:17]=2)[CH:6]=[CH:7][C:8]=1[N+:9]([O-])=O.CO. Product: [CH3:1][O:2][C:3]1[CH:4]=[C:5]([CH:12]2[CH2:17][CH2:16][N:15]([CH2:18][CH2:19][CH3:20])[CH2:14][CH2:13]2)[CH:6]=[CH:7][C:8]=1[NH2:9]. The catalyst class is: 153. (3) Reactant: [OH:1][CH:2]([C:19]1[NH:20][CH:21]=[CH:22][N:23]=1)[CH2:3][C:4]([C:6]1[S:7][C:8]([CH2:11][CH2:12][C:13]2[CH:18]=[CH:17][CH:16]=[CH:15][CH:14]=2)=[CH:9][CH:10]=1)=[O:5]. Product: [NH:23]1[CH:22]=[CH:21][N:20]=[C:19]1[C:2](=[O:1])[CH2:3][C:4]([C:6]1[S:7][C:8]([CH2:11][CH2:12][C:13]2[CH:18]=[CH:17][CH:16]=[CH:15][CH:14]=2)=[CH:9][CH:10]=1)=[O:5]. The catalyst class is: 703.